Task: Predict which catalyst facilitates the given reaction.. Dataset: Catalyst prediction with 721,799 reactions and 888 catalyst types from USPTO (1) Reactant: [CH2:1]([O:3][C:4](=[O:23])[CH2:5][C:6]1[N:7]=[C:8]([C:13]2[CH:18]=[CH:17][C:16]([C:19]([F:22])([F:21])[F:20])=[CH:15][CH:14]=2)[S:9][C:10]=1[CH2:11][CH3:12])[CH3:2].[CH:24]([N-]C(C)C)(C)C.[Li+].CI. Product: [CH2:1]([O:3][C:4](=[O:23])[CH:5]([C:6]1[N:7]=[C:8]([C:13]2[CH:18]=[CH:17][C:16]([C:19]([F:21])([F:22])[F:20])=[CH:15][CH:14]=2)[S:9][C:10]=1[CH2:11][CH3:12])[CH3:24])[CH3:2]. The catalyst class is: 7. (2) Reactant: [Cl:1][C:2]1[C:3]([CH3:9])=[C:4]([OH:8])[CH:5]=[CH:6][CH:7]=1.[H-].[Na+].FC(F)(F)S(O[C:18]1[C:27]2[C:26](=[O:28])[N:25]([CH2:29][C:30]3[CH:35]=[CH:34][C:33]([O:36][CH3:37])=[CH:32][CH:31]=3)[C:24](=[O:38])[N:23]([C:39]3[CH:44]=[CH:43][C:42]([I:45])=[CH:41][C:40]=3[F:46])[C:22]=2[N:21]([CH3:47])[C:20](=[O:48])[CH:19]=1)(=O)=O. Product: [Cl:1][C:2]1[C:3]([CH3:9])=[C:4]([CH:5]=[CH:6][CH:7]=1)[O:8][C:18]1[C:27]2[C:26](=[O:28])[N:25]([CH2:29][C:30]3[CH:31]=[CH:32][C:33]([O:36][CH3:37])=[CH:34][CH:35]=3)[C:24](=[O:38])[N:23]([C:39]3[CH:44]=[CH:43][C:42]([I:45])=[CH:41][C:40]=3[F:46])[C:22]=2[N:21]([CH3:47])[C:20](=[O:48])[CH:19]=1. The catalyst class is: 7. (3) Reactant: CN(C)C=O.[F:6][C:7]1[CH:12]=[CH:11][C:10]([OH:13])=[CH:9][CH:8]=1.F[C:15]1[CH:22]=[CH:21][C:18]([CH:19]=[O:20])=[CH:17][CH:16]=1.C(=O)([O-])[O-].[K+].[K+]. Product: [F:6][C:7]1[CH:12]=[CH:11][C:10]([O:13][C:15]2[CH:22]=[CH:21][C:18]([CH:19]=[O:20])=[CH:17][CH:16]=2)=[CH:9][CH:8]=1. The catalyst class is: 6. (4) Reactant: [C:1]12([CH2:11][CH2:12][OH:13])[CH2:10][CH:5]3[CH2:6][CH:7]([CH2:9][CH:3]([CH2:4]3)[CH2:2]1)[CH2:8]2.C(N(CC)CC)C.[CH3:21][C:22]1[CH:27]=[CH:26][C:25]([S:28](Cl)(=[O:30])=[O:29])=[CH:24][CH:23]=1.N. Product: [CH3:21][C:22]1[CH:27]=[CH:26][C:25]([S:28]([O:13][CH2:12][CH2:11][C:1]23[CH2:8][CH:7]4[CH2:6][CH:5]([CH2:4][CH:3]([CH2:9]4)[CH2:2]2)[CH2:10]3)(=[O:30])=[O:29])=[CH:24][CH:23]=1. The catalyst class is: 34.